The task is: Regression/Classification. Given a drug SMILES string, predict its absorption, distribution, metabolism, or excretion properties. Task type varies by dataset: regression for continuous measurements (e.g., permeability, clearance, half-life) or binary classification for categorical outcomes (e.g., BBB penetration, CYP inhibition). Dataset: cyp2c9_veith.. This data is from CYP2C9 inhibition data for predicting drug metabolism from PubChem BioAssay. (1) The compound is COC(=O)c1sccc1NC(=O)CSc1cc(Cl)ccc1Cl. The result is 1 (inhibitor). (2) The molecule is Cc1cc(C)nc(SCCc2cccc[n+]2C)n1. The result is 0 (non-inhibitor). (3) The compound is COc1ccc2c(c1OC)CN1CCc3cc4c(cc3[C@H]1C2)OCO4. The result is 0 (non-inhibitor). (4) The molecule is N[C@H](Cc1c[nH]c2ccccc12)P(=O)(O)O. The result is 0 (non-inhibitor). (5) The molecule is C/C(=N\Nc1nc(N)cc(Cl)n1)c1cccc([N+](=O)[O-])c1. The result is 1 (inhibitor). (6) The compound is Cc1ccc(-n2c(-c3cc(C)n(C)n3)n[nH]c2=S)cc1. The result is 0 (non-inhibitor). (7) The compound is Clc1ccc2c(N3CCC(CCC4CCN(c5ncnc6cc(Cl)ccc56)CC4)CC3)ncnc2c1. The result is 0 (non-inhibitor). (8) The compound is O=C(NCCN1CCCC1)C1(S(=O)(=O)c2ccc(Cl)cc2)CC1. The result is 0 (non-inhibitor).